The task is: Predict which catalyst facilitates the given reaction.. This data is from Catalyst prediction with 721,799 reactions and 888 catalyst types from USPTO. (1) Reactant: [Cl:1][C:2]1[C:7]([Cl:8])=[CH:6][C:5]([NH:9][CH2:10][C:11]([O:13]CC)=[O:12])=[C:4]([OH:16])[CH:3]=1.O1CCCC1.O[Li].O.Cl. Product: [Cl:1][C:2]1[C:7]([Cl:8])=[CH:6][C:5]([NH:9][CH2:10][C:11]([OH:13])=[O:12])=[C:4]([OH:16])[CH:3]=1. The catalyst class is: 6. (2) Reactant: [CH3:1][C:2]1[N:3]([S:19]([C:22]2[CH:27]=[CH:26][CH:25]=[CH:24][CH:23]=2)(=[O:21])=[O:20])[C:4]([C:13]2[CH:18]=[CH:17][CH:16]=[CH:15][CH:14]=2)=[C:5]([CH3:12])[C:6]=1[C:7](OCC)=[O:8].[H-].C([Al+]CC(C)C)C(C)C. Product: [CH3:1][C:2]1[N:3]([S:19]([C:22]2[CH:27]=[CH:26][CH:25]=[CH:24][CH:23]=2)(=[O:21])=[O:20])[C:4]([C:13]2[CH:18]=[CH:17][CH:16]=[CH:15][CH:14]=2)=[C:5]([CH3:12])[C:6]=1[CH2:7][OH:8]. The catalyst class is: 11.